Task: Predict the reaction yield, written as a fraction of the theoretical maximum amount of product (1.0 means a 100% yield; for example, 0.34 means a 34% yield).. Dataset: Reaction yield outcomes from USPTO patents with 853,638 reactions (1) The reactants are [Br:1][C:2]1[N:7]=[CH:6][C:5]([CH:8]([OH:11])[CH2:9][OH:10])=[CH:4][CH:3]=1.[C:12]1(C)[CH:17]=CC(S([O-])(=O)=O)=C[CH:13]=1.[NH+]1C=CC=CC=1. The catalyst is CC(C)=O.C(OCC)(=O)C. The product is [Br:1][C:2]1[CH:3]=[CH:4][C:5]([CH:8]2[CH2:9][O:10][C:12]([CH3:17])([CH3:13])[O:11]2)=[CH:6][N:7]=1. The yield is 0.720. (2) The reactants are [CH3:1][O:2][C:3]1[CH:8]=[CH:7][C:6]([CH:9]2[CH:14]3[CH:10]2[C:11](=[O:16])O[C:13]3=[O:15])=[CH:5][CH:4]=1.[CH3:17][O:18][C:19]1[CH:24]=[CH:23][C:22]([CH2:25][NH2:26])=[CH:21][CH:20]=1. The catalyst is C(Cl)Cl. The product is [CH3:17][O:18][C:19]1[CH:24]=[CH:23][C:22]([CH2:25][N:26]2[C:11](=[O:16])[CH:10]3[CH:14]([CH:9]3[C:6]3[CH:5]=[CH:4][C:3]([O:2][CH3:1])=[CH:8][CH:7]=3)[C:13]2=[O:15])=[CH:21][CH:20]=1. The yield is 0.630. (3) The reactants are CS(O[CH:6]1[CH2:10][CH:9]([C:11]2[N:15]3[C:16]4[CH:22]=[CH:21][N:20]([CH2:23][O:24][CH2:25][CH2:26][Si:27]([CH3:30])([CH3:29])[CH3:28])[C:17]=4[N:18]=[CH:19][C:14]3=[N:13][N:12]=2)[CH:8]([CH2:31][CH3:32])[CH2:7]1)(=O)=O.[N-:33]=[N+:34]=[N-:35].[Na+]. The catalyst is CN(C=O)C. The product is [N:33]([CH:6]1[CH2:10][CH:9]([C:11]2[N:15]3[C:16]4[CH:22]=[CH:21][N:20]([CH2:23][O:24][CH2:25][CH2:26][Si:27]([CH3:30])([CH3:29])[CH3:28])[C:17]=4[N:18]=[CH:19][C:14]3=[N:13][N:12]=2)[CH:8]([CH2:31][CH3:32])[CH2:7]1)=[N+:34]=[N-:35]. The yield is 0.880. (4) The reactants are Cl[C:2]1[N:6]([CH3:7])[N:5]=[CH:4][C:3]=1[N+:8]([O-:10])=[O:9].[CH2:11]1[C@@H:15]2[CH2:16][NH:17][CH2:18][C@@H:14]2[CH2:13][N:12]1[C:19]([O:21][C:22]([CH3:25])([CH3:24])[CH3:23])=[O:20]. No catalyst specified. The product is [CH3:7][N:6]1[C:2]([N:17]2[CH2:16][C@@H:15]3[CH2:11][N:12]([C:19]([O:21][C:22]([CH3:25])([CH3:24])[CH3:23])=[O:20])[CH2:13][C@@H:14]3[CH2:18]2)=[C:3]([N+:8]([O-:10])=[O:9])[CH:4]=[N:5]1. The yield is 0.860. (5) The reactants are [CH:1]1([NH:6][C:7]2[C:8]3[N:9]([C:13]([C:23]4[CH:28]=[CH:27][N:26]=[C:25]([NH:29][CH:30]5[CH2:34][CH2:33][CH2:32][CH2:31]5)[N:24]=4)=[C:14]([C:16]4[CH:21]=[CH:20][C:19]([OH:22])=[CH:18][CH:17]=4)[N:15]=3)[CH:10]=[CH:11][CH:12]=2)[CH2:5][CH2:4][CH2:3][CH2:2]1.[CH2:35](Br)[CH:36]=[CH2:37].C(=O)([O-])[O-].[Cs+].[Cs+].O. The catalyst is CN(C)C=O. The product is [CH2:37]([O:22][C:19]1[CH:18]=[CH:17][C:16]([C:14]2[N:15]=[C:8]3[C:7]([NH:6][CH:1]4[CH2:5][CH2:4][CH2:3][CH2:2]4)=[CH:12][CH:11]=[CH:10][N:9]3[C:13]=2[C:23]2[CH:28]=[CH:27][N:26]=[C:25]([NH:29][CH:30]3[CH2:34][CH2:33][CH2:32][CH2:31]3)[N:24]=2)=[CH:21][CH:20]=1)[CH:36]=[CH2:35]. The yield is 0.340. (6) The reactants are O[C:2]1([C:8]2[CH:13]=[CH:12][C:11]([NH:14]C(=O)OC(C)(C)C)=[CH:10][CH:9]=2)[CH2:7][CH2:6][S:5][CH2:4][CH2:3]1.FC(F)(F)C(O)=O.C([SiH](CC)CC)C.C(=O)([O-])[O-].[Na+].[Na+]. The catalyst is C(Cl)Cl. The product is [S:5]1[CH2:4][CH:3]=[C:2]([C:8]2[CH:13]=[CH:12][C:11]([NH2:14])=[CH:10][CH:9]=2)[CH2:7][CH2:6]1. The yield is 0.940. (7) The product is [F:1][C:2]1[C:10]2[O:9][C:8]([C:11]3[CH:12]=[C:13]4[C:17](=[CH:18][CH:19]=3)[NH:16][N:15]=[CH:14]4)=[C:7]([C:28]3[CH:32]=[CH:31][S:30][CH:29]=3)[C:6]=2[CH:5]=[C:4]([OH:33])[CH:3]=1. The yield is 0.300. The reactants are [F:1][C:2]1[C:10]2[O:9][C:8]([C:11]3[CH:12]=[C:13]4[C:17](=[CH:18][CH:19]=3)[N:16](COCC[Si](C)(C)C)[N:15]=[CH:14]4)=[C:7]([C:28]3[CH:32]=[CH:31][S:30][CH:29]=3)[C:6]=2[CH:5]=[C:4]([O:33]C)[CH:3]=1.FC1C=C(OC)C=CC=1O.C(C1C=C2C(=CC=1)N(COCC[Si](C)(C)C)N=C2)#C.C1CCCCC=1.B(Br)(Br)Br. The catalyst is C(Cl)Cl.